Task: Predict which catalyst facilitates the given reaction.. Dataset: Catalyst prediction with 721,799 reactions and 888 catalyst types from USPTO (1) Reactant: [OH:1][N:2]=[C:3]([C:5]1[C:14]([OH:15])=[C:13]2[C:8]([CH:9]=[CH:10][CH:11]=[N:12]2)=[CH:7][N:6]=1)[NH2:4].[F:16][C:17]1[CH:22]=[CH:21][C:20]([CH2:23][C:24]([Cl:26])=O)=[CH:19][CH:18]=1. Product: [ClH:26].[F:16][C:17]1[CH:22]=[CH:21][C:20]([CH2:23][C:24]2[O:1][N:2]=[C:3]([C:5]3[C:14]([OH:15])=[C:13]4[C:8]([CH:9]=[CH:10][CH:11]=[N:12]4)=[CH:7][N:6]=3)[N:4]=2)=[CH:19][CH:18]=1. The catalyst class is: 12. (2) The catalyst class is: 39. Product: [CH3:30][O:29][C:26]1[CH:27]=[C:28]2[C:23](=[CH:24][C:25]=1[O:31][CH2:32][CH2:33][CH2:34][N:35]1[CH2:40][CH2:39][O:38][CH2:37][CH2:36]1)[N:22]=[CH:21][N:20]=[C:19]2[O:1][C:2]1[CH:11]=[C:10]2[C:5]([CH:6]=[N:7][CH:8]=[N:9]2)=[CH:4][CH:3]=1. Reactant: [OH:1][C:2]1[CH:11]=[C:10]2[C:5]([CH:6]=[N:7][CH:8]=[N:9]2)=[CH:4][CH:3]=1.C(=O)([O-])[O-].[K+].[K+].Cl[C:19]1[C:28]2[C:23](=[CH:24][C:25]([O:31][CH2:32][CH2:33][CH2:34][N:35]3[CH2:40][CH2:39][O:38][CH2:37][CH2:36]3)=[C:26]([O:29][CH3:30])[CH:27]=2)[N:22]=[CH:21][N:20]=1.[Cl-].[NH4+]. (3) Reactant: [C:1]([O:5][C:6]([NH:8][C:9]1[CH2:10][C:11]([C:24](=[O:33])[N:25]([CH2:29][CH2:30][CH2:31][OH:32])[CH2:26][CH2:27][CH3:28])=[CH:12][C:13]2[CH:19]=[CH:18][C:17]([C:20]([O:22]C)=[O:21])=[CH:16][C:14]=2[N:15]=1)=[O:7])([CH3:4])([CH3:3])[CH3:2].[Li+].[OH-].C(O)(=O)CC(CC(O)=O)(C(O)=O)O. Product: [C:1]([O:5][C:6]([NH:8][C:9]1[CH2:10][C:11]([C:24](=[O:33])[N:25]([CH2:29][CH2:30][CH2:31][OH:32])[CH2:26][CH2:27][CH3:28])=[CH:12][C:13]2[CH:19]=[CH:18][C:17]([C:20]([OH:22])=[O:21])=[CH:16][C:14]=2[N:15]=1)=[O:7])([CH3:2])([CH3:3])[CH3:4]. The catalyst class is: 20. (4) Reactant: [Cl:1][C:2]1[CH:3]=[C:4]([CH:8]2[C:12]([C:15]3[CH:20]=[CH:19][C:18]([Cl:21])=[CH:17][CH:16]=3)([C:13]#[N:14])[CH:11]([CH2:22][C:23]([CH3:26])([CH3:25])[CH3:24])[NH:10][CH:9]2[C:27](O)=[O:28])[CH:5]=[CH:6][CH:7]=1.[CH3:30][O:31][C:32]1[CH:33]=[C:34]([CH2:40][CH2:41][NH:42][CH3:43])[CH:35]=[CH:36][C:37]=1[O:38][CH3:39].CN(C(ON1N=NC2C=CC=NC1=2)=[N+](C)C)C.F[P-](F)(F)(F)(F)F.CCN(C(C)C)C(C)C. Product: [CH3:30][O:31][C:32]1[CH:33]=[C:34]([CH2:40][CH2:41][N:42]([CH3:43])[C:27]([CH:9]2[CH:8]([C:4]3[CH:5]=[CH:6][CH:7]=[C:2]([Cl:1])[CH:3]=3)[C:12]([C:15]3[CH:16]=[CH:17][C:18]([Cl:21])=[CH:19][CH:20]=3)([C:13]#[N:14])[CH:11]([CH2:22][C:23]([CH3:25])([CH3:24])[CH3:26])[NH:10]2)=[O:28])[CH:35]=[CH:36][C:37]=1[O:38][CH3:39]. The catalyst class is: 2. (5) Reactant: [CH2:1]([C:5]1[CH:6]=[C:7]2[C:12](=[C:13]([N:15]3[CH2:20][CH2:19][N:18](C(OC(C)(C)C)=O)[CH2:17][CH2:16]3)[CH:14]=1)[N:11]=[C:10]([CH2:28][CH2:29][C:30]([O:32][CH3:33])=[O:31])[CH:9]=[CH:8]2)[CH2:2][CH2:3][CH3:4].FC(F)(F)C(O)=O. The catalyst class is: 2. Product: [CH2:1]([C:5]1[CH:6]=[C:7]2[C:12](=[C:13]([N:15]3[CH2:20][CH2:19][NH:18][CH2:17][CH2:16]3)[CH:14]=1)[N:11]=[C:10]([CH2:28][CH2:29][C:30]([O:32][CH3:33])=[O:31])[CH:9]=[CH:8]2)[CH2:2][CH2:3][CH3:4]. (6) Reactant: [CH:1]([C:4]1[N:8]2[N:9]=[C:10]([CH:13]=C)[CH:11]=[CH:12][C:7]2=[N:6][N:5]=1)([CH3:3])[CH3:2].I([O-])(=O)(=O)=[O:16].[Na+]. Product: [CH:1]([C:4]1[N:8]2[N:9]=[C:10]([CH:13]=[O:16])[CH:11]=[CH:12][C:7]2=[N:6][N:5]=1)([CH3:3])[CH3:2]. The catalyst class is: 785. (7) Reactant: [C:1]([C:3]1[CH:8]=[CH:7][C:6]([CH:9]2[CH2:12][N:11]([C:13]([C:15]3[CH:16]=[CH:17][C:18]([CH3:40])=[C:19]([C:21]4[N:22]=[C:23]([CH:27]5[CH2:32][CH2:31][N:30](C(OC(C)(C)C)=O)[CH2:29][CH2:28]5)[NH:24][C:25]=4[CH3:26])[CH:20]=3)=[O:14])[CH2:10]2)=[CH:5][CH:4]=1)#[N:2].FC(F)(F)C(O)=O. Product: [CH3:40][C:18]1[CH:17]=[CH:16][C:15]([C:13]([N:11]2[CH2:12][CH:9]([C:6]3[CH:5]=[CH:4][C:3]([C:1]#[N:2])=[CH:8][CH:7]=3)[CH2:10]2)=[O:14])=[CH:20][C:19]=1[C:21]1[NH:22][C:23]([CH:27]2[CH2:32][CH2:31][NH:30][CH2:29][CH2:28]2)=[N:24][C:25]=1[CH3:26]. The catalyst class is: 2. (8) Reactant: [CH:1]([OH:4])([CH3:3])[CH3:2].Cl[C:6]1[C:15]2[C:10](=[CH:11][CH:12]=[C:13]([CH3:16])[N:14]=2)[N:9]=[CH:8][C:7]=1[C:17]#[N:18]. Product: [CH:1]([O:4][C:6]1[C:15]2[C:10](=[CH:11][CH:12]=[C:13]([CH3:16])[N:14]=2)[N:9]=[CH:8][C:7]=1[C:17]#[N:18])([CH3:3])[CH3:2]. The catalyst class is: 1. (9) Reactant: [NH2:1][C:2]1[CH:7]=[C:6]([Br:8])[CH:5]=[CH:4][C:3]=1[OH:9].[F:10][C:11]1[CH:19]=[C:18]([S:20]([CH3:23])(=[O:22])=[O:21])[CH:17]=[CH:16][C:12]=1[C:13](O)=O.[OH-].[Na+]. Product: [Br:8][C:6]1[CH:5]=[CH:4][C:3]2[O:9][C:13]([C:12]3[CH:16]=[CH:17][C:18]([S:20]([CH3:23])(=[O:21])=[O:22])=[CH:19][C:11]=3[F:10])=[N:1][C:2]=2[CH:7]=1. The catalyst class is: 161.